Dataset: Forward reaction prediction with 1.9M reactions from USPTO patents (1976-2016). Task: Predict the product of the given reaction. Given the reactants Br[C:2]1[S:6][C:5]([S:7]([NH:10][C:11]2[CH:16]=[CH:15][CH:14]=[C:13]([C:17]3[NH:21][N:20]=[N:19][N:18]=3)[CH:12]=2)(=[O:9])=[O:8])=[CH:4][CH:3]=1.[F:22][C:23]1[CH:28]=[CH:27][C:26](B(O)O)=[C:25]([O:32][CH3:33])[CH:24]=1, predict the reaction product. The product is: [F:22][C:23]1[CH:28]=[CH:27][C:26]([C:2]2[S:6][C:5]([S:7]([NH:10][C:11]3[CH:16]=[CH:15][CH:14]=[C:13]([C:17]4[NH:21][N:20]=[N:19][N:18]=4)[CH:12]=3)(=[O:9])=[O:8])=[CH:4][CH:3]=2)=[C:25]([O:32][CH3:33])[CH:24]=1.